Dataset: Forward reaction prediction with 1.9M reactions from USPTO patents (1976-2016). Task: Predict the product of the given reaction. (1) The product is: [Cl:1][C:2]1[CH:3]=[C:4]([C:12]2[S:16][N:15]=[C:14]([C:17]3[C:18]([CH3:26])=[C:19]([CH2:23][CH2:24][N:27]4[CH2:28][CH2:29][CH:30]([C:33]([OH:35])=[O:34])[CH2:31][CH2:32]4)[CH:20]=[CH:21][CH:22]=3)[N:13]=2)[CH:5]=[CH:6][C:7]=1[O:8][CH:9]([CH3:11])[CH3:10]. Given the reactants [Cl:1][C:2]1[CH:3]=[C:4]([C:12]2[S:16][N:15]=[C:14]([C:17]3[C:18]([CH3:26])=[C:19]([CH2:23][CH:24]=O)[CH:20]=[CH:21][CH:22]=3)[N:13]=2)[CH:5]=[CH:6][C:7]=1[O:8][CH:9]([CH3:11])[CH3:10].[NH:27]1[CH2:32][CH2:31][CH:30]([C:33]([O:35]CC)=[O:34])[CH2:29][CH2:28]1.CC(O)=O.C(O[BH-](OC(=O)C)OC(=O)C)(=O)C.[Na+].[OH-].[Na+].Cl, predict the reaction product. (2) The product is: [Cl:1][C:2]1[N:7]=[CH:6][C:5]([O:8][CH2:25][C:26]2[C:27]([F:37])=[C:28]([O:35][CH3:36])[CH:29]=[C:30]([O:33][CH3:34])[C:31]=2[F:32])=[CH:4][N:3]=1. Given the reactants [Cl:1][C:2]1[N:7]=[CH:6][C:5]([OH:8])=[CH:4][N:3]=1.C(=O)([O-])[O-].[K+].[K+].CN(C)C=O.CS(O[CH2:25][C:26]1[C:31]([F:32])=[C:30]([O:33][CH3:34])[CH:29]=[C:28]([O:35][CH3:36])[C:27]=1[F:37])(=O)=O, predict the reaction product. (3) Given the reactants [CH:1]([OH:3])=[O:2].C(N(CC)CC)C.Cl[CH2:12][C:13]([O:15][C:16]([CH3:28])([CH2:18][CH2:19][C:20]([O:23][C:24](=[O:27])[CH2:25]Cl)([CH3:22])[CH3:21])[CH3:17])=[O:14].[C:29]([O:32]CC)(=[O:31])C, predict the reaction product. The product is: [CH:1]([O:3][CH2:12][C:13]([O:15][C:16]([CH3:28])([CH2:18][CH2:19][C:20]([O:23][C:24](=[O:27])[CH2:25][O:32][CH:29]=[O:31])([CH3:22])[CH3:21])[CH3:17])=[O:14])=[O:2]. (4) Given the reactants [Br:1][C:2]1[CH:3]=[C:4]([NH2:9])[C:5]([Cl:8])=[N:6][CH:7]=1.[C:10]1([S:16](Cl)(=[O:18])=[O:17])[CH:15]=[CH:14][CH:13]=[CH:12][CH:11]=1.Cl, predict the reaction product. The product is: [Br:1][C:2]1[CH:3]=[C:4]([N:9]([S:16]([C:10]2[CH:15]=[CH:14][CH:13]=[CH:12][CH:11]=2)(=[O:18])=[O:17])[S:16]([C:10]2[CH:15]=[CH:14][CH:13]=[CH:12][CH:11]=2)(=[O:18])=[O:17])[C:5]([Cl:8])=[N:6][CH:7]=1. (5) Given the reactants [C:1]1([C:11]2[O:15][CH:14]=[N:13][C:12]=2[C:16]#[N:17])[C:10]2[C:5](=[CH:6][CH:7]=[CH:8][CH:9]=2)[CH:4]=[CH:3][CH:2]=1.[Li+].C[Si]([N-][Si](C)(C)C)(C)C.[Cl:28]C(Cl)(Cl)C(Cl)(Cl)Cl, predict the reaction product. The product is: [Cl:28][C:14]1[O:15][C:11]([C:1]2[C:10]3[C:5](=[CH:6][CH:7]=[CH:8][CH:9]=3)[CH:4]=[CH:3][CH:2]=2)=[C:12]([C:16]#[N:17])[N:13]=1. (6) Given the reactants [Li+].C[Si]([N-][Si](C)(C)C)(C)C.[O:11]=[C:12]1[CH2:17][CH2:16][CH:15]([O:18][CH2:19][CH:20]2[CH2:25][CH2:24][N:23]([C:26]([O:28][CH2:29][C:30]3[CH:35]=[CH:34][CH:33]=[CH:32][CH:31]=3)=[O:27])[CH2:22][CH2:21]2)[CH2:14][CH2:13]1.[F:36][C:37]([F:56])([F:55])[S:38](N(C1C=CC=CC=1)[S:38]([C:37]([F:56])([F:55])[F:36])(=[O:40])=[O:39])(=[O:40])=[O:39], predict the reaction product. The product is: [F:36][C:37]([F:56])([F:55])[S:38]([O:11][C:12]1[CH2:17][CH2:16][CH:15]([O:18][CH2:19][CH:20]2[CH2:21][CH2:22][N:23]([C:26]([O:28][CH2:29][C:30]3[CH:31]=[CH:32][CH:33]=[CH:34][CH:35]=3)=[O:27])[CH2:24][CH2:25]2)[CH2:14][CH:13]=1)(=[O:40])=[O:39]. (7) Given the reactants [Br:1][C:2]1[CH:3]=[C:4]([C:9]([CH3:13])([CH3:12])[C:10]#[N:11])[CH:5]=[C:6]([F:8])[CH:7]=1.C([N-]C(C)C)(C)C.[Li+].[C:22]([N:26]=[C:27]=[O:28])([CH3:25])([CH3:24])[CH3:23], predict the reaction product. The product is: [Br:1][C:2]1[CH:3]=[C:4]([C:9]([C:10]#[N:11])([CH3:13])[CH3:12])[CH:5]=[C:6]([F:8])[C:7]=1[C:27]([NH:26][C:22]([CH3:25])([CH3:24])[CH3:23])=[O:28]. (8) Given the reactants [Br:1][CH2:2][C@@H:3]1[C@@H:7](O)[CH2:6][N:5]([C:9]([O:11][C:12]([CH3:15])([CH3:14])[CH3:13])=[O:10])[CH2:4]1.C(N(S(F)(F)[F:22])CC)C.C(=O)(O)[O-].[Na+], predict the reaction product. The product is: [Br:1][CH2:2][C@@H:3]1[C@H:7]([F:22])[CH2:6][N:5]([C:9]([O:11][C:12]([CH3:15])([CH3:14])[CH3:13])=[O:10])[CH2:4]1. (9) Given the reactants [CH2:1]([N:3]([CH2:17][CH3:18])[C:4]1[CH:13]=[C:12]2[C:7]([CH:8]=[C:9]([CH:15]=O)[C:10](=[O:14])[O:11]2)=[CH:6][CH:5]=1)[CH3:2].[C:19]([CH2:22][CH2:23][CH2:24][CH2:25][CH2:26][N+:27]1[CH:32]=[C:31]([S:33]([O-:36])(=[O:35])=[O:34])[CH:30]=[CH:29][C:28]=1[CH3:37])([OH:21])=[O:20].[CH3:38][N+:39]([CH2:42][C:43]([OH:45])=[O:44])([CH3:41])[CH3:40], predict the reaction product. The product is: [C:19]([CH2:22][CH2:23][CH2:24][CH2:25][CH2:26][N+:27]1[CH:32]=[C:31]([S:33]([O-:36])(=[O:35])=[O:34])[CH:30]=[CH:29][C:28]=1/[CH:37]=[CH:15]/[C:9]1[C:10](=[O:14])[O:11][C:12]2[C:7]([CH:8]=1)=[CH:6][CH:5]=[C:4]([N:3]([CH2:17][CH3:18])[CH2:1][CH3:2])[CH:13]=2)([OH:21])=[O:20].[CH3:38][N+:39]([CH2:42][C:43]([OH:45])=[O:44])([CH3:41])[CH3:40].